Dataset: NCI-60 drug combinations with 297,098 pairs across 59 cell lines. Task: Regression. Given two drug SMILES strings and cell line genomic features, predict the synergy score measuring deviation from expected non-interaction effect. (1) Drug 1: CN1C(=O)N2C=NC(=C2N=N1)C(=O)N. Drug 2: CC1C(C(CC(O1)OC2CC(CC3=C2C(=C4C(=C3O)C(=O)C5=C(C4=O)C(=CC=C5)OC)O)(C(=O)CO)O)N)O.Cl. Cell line: SK-MEL-5. Synergy scores: CSS=40.9, Synergy_ZIP=-5.45, Synergy_Bliss=-1.16, Synergy_Loewe=-31.8, Synergy_HSA=-1.74. (2) Drug 2: C1=NC2=C(N=C(N=C2N1C3C(C(C(O3)CO)O)O)F)N. Synergy scores: CSS=27.4, Synergy_ZIP=3.93, Synergy_Bliss=-7.64, Synergy_Loewe=-11.1, Synergy_HSA=-6.27. Cell line: MDA-MB-435. Drug 1: CC1=C2C(C(=O)C3(C(CC4C(C3C(C(C2(C)C)(CC1OC(=O)C(C(C5=CC=CC=C5)NC(=O)OC(C)(C)C)O)O)OC(=O)C6=CC=CC=C6)(CO4)OC(=O)C)OC)C)OC. (3) Drug 1: CC1=C2C(C(=O)C3(C(CC4C(C3C(C(C2(C)C)(CC1OC(=O)C(C(C5=CC=CC=C5)NC(=O)OC(C)(C)C)O)O)OC(=O)C6=CC=CC=C6)(CO4)OC(=O)C)OC)C)OC. Drug 2: CC1=C(C=C(C=C1)C(=O)NC2=CC(=CC(=C2)C(F)(F)F)N3C=C(N=C3)C)NC4=NC=CC(=N4)C5=CN=CC=C5. Cell line: 786-0. Synergy scores: CSS=52.4, Synergy_ZIP=8.65, Synergy_Bliss=8.28, Synergy_Loewe=-17.4, Synergy_HSA=7.66. (4) Drug 1: C1=CN(C(=O)N=C1N)C2C(C(C(O2)CO)O)O.Cl. Drug 2: C1CN(P(=O)(OC1)NCCCl)CCCl. Cell line: SNB-75. Synergy scores: CSS=4.28, Synergy_ZIP=-1.44, Synergy_Bliss=-1.03, Synergy_Loewe=-19.4, Synergy_HSA=-0.443. (5) Drug 1: CCN(CC)CCNC(=O)C1=C(NC(=C1C)C=C2C3=C(C=CC(=C3)F)NC2=O)C. Drug 2: CCN(CC)CCCC(C)NC1=C2C=C(C=CC2=NC3=C1C=CC(=C3)Cl)OC. Cell line: EKVX. Synergy scores: CSS=12.0, Synergy_ZIP=-4.92, Synergy_Bliss=-1.56, Synergy_Loewe=-7.73, Synergy_HSA=-2.46. (6) Drug 1: C1=NC2=C(N=C(N=C2N1C3C(C(C(O3)CO)O)F)Cl)N. Drug 2: CN(CCCl)CCCl.Cl. Cell line: RXF 393. Synergy scores: CSS=3.88, Synergy_ZIP=-2.87, Synergy_Bliss=-0.167, Synergy_Loewe=-0.0828, Synergy_HSA=-1.81. (7) Drug 1: C1CNP(=O)(OC1)N(CCCl)CCCl. Drug 2: C(CN)CNCCSP(=O)(O)O. Cell line: MCF7. Synergy scores: CSS=0.312, Synergy_ZIP=1.31, Synergy_Bliss=2.47, Synergy_Loewe=-4.38, Synergy_HSA=-3.53. (8) Drug 1: CC1=C2C(C(=O)C3(C(CC4C(C3C(C(C2(C)C)(CC1OC(=O)C(C(C5=CC=CC=C5)NC(=O)C6=CC=CC=C6)O)O)OC(=O)C7=CC=CC=C7)(CO4)OC(=O)C)O)C)OC(=O)C. Cell line: UACC-257. Synergy scores: CSS=22.1, Synergy_ZIP=-3.03, Synergy_Bliss=6.54, Synergy_Loewe=-5.22, Synergy_HSA=2.43. Drug 2: C1C(C(OC1N2C=NC(=NC2=O)N)CO)O. (9) Drug 1: CCC(=C(C1=CC=CC=C1)C2=CC=C(C=C2)OCCN(C)C)C3=CC=CC=C3.C(C(=O)O)C(CC(=O)O)(C(=O)O)O. Drug 2: CC1=C(C(=CC=C1)Cl)NC(=O)C2=CN=C(S2)NC3=CC(=NC(=N3)C)N4CCN(CC4)CCO. Cell line: SN12C. Synergy scores: CSS=14.1, Synergy_ZIP=6.81, Synergy_Bliss=8.35, Synergy_Loewe=7.80, Synergy_HSA=8.92. (10) Drug 2: COC1=C2C(=CC3=C1OC=C3)C=CC(=O)O2. Synergy scores: CSS=1.08, Synergy_ZIP=0.760, Synergy_Bliss=0.912, Synergy_Loewe=0.284, Synergy_HSA=-0.362. Drug 1: C1=CC=C(C(=C1)C(C2=CC=C(C=C2)Cl)C(Cl)Cl)Cl. Cell line: SF-295.